From a dataset of Human liver microsome stability data. Regression/Classification. Given a drug SMILES string, predict its absorption, distribution, metabolism, or excretion properties. Task type varies by dataset: regression for continuous measurements (e.g., permeability, clearance, half-life) or binary classification for categorical outcomes (e.g., BBB penetration, CYP inhibition). Dataset: hlm. (1) The molecule is O=C(C(=O)N1CCN(C(=O)c2ccccc2)CC1)c1c[nH]c2c(-c3nn[nH]n3)ccc(F)c12. The result is 0 (unstable in human liver microsomes). (2) The drug is CCCCSc1nncc(-c2cnnc(SCCCC)n2)n1. The result is 1 (stable in human liver microsomes).